Task: Predict the reactants needed to synthesize the given product.. Dataset: Retrosynthesis with 50K atom-mapped reactions and 10 reaction types from USPTO (1) Given the product CC(C)(C)OC(=O)N1CCN(c2cc3c(cc2F)nc(CC(N)=O)n3C2CC2)CC1, predict the reactants needed to synthesize it. The reactants are: CCOC(=O)Cc1nc2cc(F)c(N3CCN(C(=O)OC(C)(C)C)CC3)cc2n1C1CC1.[NH4+]. (2) Given the product CN(C(=O)Cc1ccc(Cl)c(Cl)c1)C1c2ccccc2CC1N1CCCC1, predict the reactants needed to synthesize it. The reactants are: CNC1c2ccccc2CC1N1CCCC1.O=C(O)Cc1ccc(Cl)c(Cl)c1. (3) Given the product CC(C)(C)OC(=O)Nc1ccc(-c2ccc(NCCN3CCC(F)(F)CC3)nc2)cc1, predict the reactants needed to synthesize it. The reactants are: CC(C)(C)OC(=O)Nc1ccc(B2OC(C)(C)C(C)(C)O2)cc1.FC1(F)CCN(CCNc2ccc(Br)cn2)CC1. (4) The reactants are: CC(=O)OC(C)=O.COc1cc(Br)c(N)cc1OCc1ccccc1. Given the product COc1cc(Br)c(NC(C)=O)cc1OCc1ccccc1, predict the reactants needed to synthesize it. (5) Given the product O=c1cc(N2CCN(Cc3c(Cl)ccc(Cl)c3Cl)CC2)nc[nH]1, predict the reactants needed to synthesize it. The reactants are: O=Cc1c(Cl)ccc(Cl)c1Cl.O=c1cc(N2CCNCC2)nc[nH]1. (6) Given the product C=C[C@@H](CF)OCC(=NO)c1ccccc1F, predict the reactants needed to synthesize it. The reactants are: C=C[C@@H](CF)OCC(=O)c1ccccc1F.NO.